Dataset: Reaction yield outcomes from USPTO patents with 853,638 reactions. Task: Predict the reaction yield, written as a fraction of the theoretical maximum amount of product (1.0 means a 100% yield; for example, 0.34 means a 34% yield). The reactants are [CH3:1][O:2][C:3]1[CH:4]=[C:5]2[C:10](=[CH:11][CH:12]=1)[N:9]=[CH:8][CH:7]=[CH:6]2.[OH:13]O.[OH-].[Na+]. The catalyst is CC(O)=O. The product is [CH3:1][O:2][C:3]1[CH:4]=[C:5]2[C:10](=[CH:11][CH:12]=1)[N+:9]([O-:13])=[CH:8][CH:7]=[CH:6]2. The yield is 0.550.